Dataset: Full USPTO retrosynthesis dataset with 1.9M reactions from patents (1976-2016). Task: Predict the reactants needed to synthesize the given product. (1) Given the product [CH2:1]([O:3][C:4]([C:6]1[CH:7]=[C:8]2[C:13](=[CH:14][CH:15]=1)[NH:12][CH:11]([C:16]1[CH:21]=[CH:20][CH:19]=[C:18]([NH:30][CH3:29])[CH:17]=1)[C:10]([CH3:24])([CH3:23])[CH2:9]2)=[O:5])[CH3:2], predict the reactants needed to synthesize it. The reactants are: [CH2:1]([O:3][C:4]([C:6]1[CH:7]=[C:8]2[C:13](=[CH:14][CH:15]=1)[NH:12][CH:11]([C:16]1[CH:21]=[CH:20][CH:19]=[C:18](Br)[CH:17]=1)[C:10]([CH3:24])([CH3:23])[CH2:9]2)=[O:5])[CH3:2].Cl.CN.Cl.[CH3:29][N:30](C)CC(O)=O.C(=O)([O-])[O-].[K+].[K+]. (2) Given the product [CH3:22][N:23]1[CH:27]=[C:26]([C:2]2[CH:3]=[N:4][C:5]3[C:10]([CH:11]=2)=[CH:9][C:8]([CH2:12][C:13]2[N:17]4[N:18]=[CH:19][CH:20]=[N:21][C:16]4=[N:15][N:14]=2)=[CH:7][CH:6]=3)[CH:25]=[N:24]1, predict the reactants needed to synthesize it. The reactants are: Br[C:2]1[CH:3]=[N:4][C:5]2[C:10]([CH:11]=1)=[CH:9][C:8]([CH2:12][C:13]1[N:17]3[N:18]=[CH:19][CH:20]=[N:21][C:16]3=[N:15][N:14]=1)=[CH:7][CH:6]=2.[CH3:22][N:23]1[CH:27]=[C:26](B2OC(C)(C)C(C)(C)O2)[CH:25]=[N:24]1.C(=O)([O-])[O-].[K+].[K+].O1CCOCC1. (3) Given the product [CH2:26]([N:10]1[C:11]2[CH:5]=[CH:4][CH:3]=[CH:7][C:12]=2[S:13][CH2:14][CH:15]([NH:16][C:17](=[O:23])[O:18][C:19]([CH3:20])([CH3:22])[CH3:21])[C:9]1=[O:8])[CH:25]=[CH2:24], predict the reactants needed to synthesize it. The reactants are: [H-].[Na+].[CH2:3]1[CH2:7]O[CH2:5][CH2:4]1.[O:8]=[C:9]1[CH:15]([NH:16][C:17](=[O:23])[O:18][C:19]([CH3:22])([CH3:21])[CH3:20])[CH2:14][S:13][CH2:12][CH2:11][NH:10]1.[CH2:24](Br)[CH:25]=[CH2:26]. (4) Given the product [C:14]([O:18][C:19]([NH:21][C@@H:22]([CH2:26][C:27]1[C:35]2[C:30](=[CH:31][CH:32]=[CH:33][CH:34]=2)[N:29]([CH2:36][CH2:37][CH2:38][CH2:39][CH3:40])[CH:28]=1)[C:23]([NH:9][O:8][CH2:1][C:2]1[CH:7]=[CH:6][CH:5]=[CH:4][CH:3]=1)=[O:24])=[O:20])([CH3:17])([CH3:16])[CH3:15], predict the reactants needed to synthesize it. The reactants are: [CH2:1]([O:8][NH2:9])[C:2]1[CH:7]=[CH:6][CH:5]=[CH:4][CH:3]=1.C(Cl)(Cl)Cl.[C:14]([O:18][C:19]([NH:21][C@@H:22]([CH2:26][C:27]1[C:35]2[C:30](=[CH:31][CH:32]=[CH:33][CH:34]=2)[N:29]([CH2:36][CH2:37][CH2:38][CH2:39][CH3:40])[CH:28]=1)[C:23](O)=[O:24])=[O:20])([CH3:17])([CH3:16])[CH3:15].CCN=C=NCCCN(C)C.Cl.C1C=CC2N(O)N=NC=2C=1. (5) Given the product [OH:21][CH2:20][CH2:19][O:18][C:13]1[CH:14]=[CH:15][CH:16]=[CH:17][C:12]=1[C:5]1[N:4]([CH2:3][C:2]([NH2:1])=[O:22])[C:28](=[S:29])[NH:27][C:7](=[O:9])[CH:6]=1, predict the reactants needed to synthesize it. The reactants are: [NH2:1][C:2](=[O:22])[CH2:3][NH:4]/[C:5](/[C:12]1[CH:17]=[CH:16][CH:15]=[CH:14][C:13]=1[O:18][CH2:19][CH2:20][OH:21])=[CH:6]\[C:7]([O:9]CC)=O.C[Si]([N:27]=[C:28]=[S:29])(C)C.O. (6) The reactants are: [CH3:1][C:2]1[CH:7]=[CH:6][N:5]=[CH:4][C:3]=1[C:8](=O)[CH2:9][O:10][C:11](=O)[C:12]1[CH:17]=[CH:16][C:15]([Cl:18])=[CH:14][CH:13]=1.C([NH2:24])(=O)C.B(F)(F)F.C([O-])(O)=O.[Na+]. Given the product [Cl:18][C:15]1[CH:16]=[CH:17][C:12]([C:11]2[O:10][CH:9]=[C:8]([C:3]3[CH:4]=[N:5][CH:6]=[CH:7][C:2]=3[CH3:1])[N:24]=2)=[CH:13][CH:14]=1, predict the reactants needed to synthesize it. (7) The reactants are: [OH-].[Na+].[CH:3]1([C:6]2[C:11]([C:12]([O:14]CC)=[O:13])=[CH:10][N:9]=[C:8]([N:17]3[CH2:22][CH2:21][O:20][CH2:19][CH2:18]3)[N:7]=2)[CH2:5][CH2:4]1. Given the product [CH:3]1([C:6]2[C:11]([C:12]([OH:14])=[O:13])=[CH:10][N:9]=[C:8]([N:17]3[CH2:22][CH2:21][O:20][CH2:19][CH2:18]3)[N:7]=2)[CH2:4][CH2:5]1, predict the reactants needed to synthesize it. (8) Given the product [Cl:1][C:2]1[CH:7]=[CH:6][N:5]=[C:4]2[CH:8]=[C:9]([C:11]3[N:12]=[CH:16][N:17]([CH3:21])[CH:18]=3)[S:10][C:3]=12, predict the reactants needed to synthesize it. The reactants are: [Cl:1][C:2]1[CH:7]=[CH:6][N:5]=[C:4]2[CH:8]=[C:9]([C:11]3[N:12]([CH3:16])C=CN=3)[S:10][C:3]=12.[NH:17]1[CH:21]=CN=[CH:18]1.BrC1N=CN(C)C=1. (9) Given the product [C:14]([NH:16][C:9]([NH:8][C:6](=[O:7])[C:5]1[CH:11]=[CH:12][C:2]([Cl:1])=[CH:3][CH:4]=1)=[S:10])(=[O:15])[NH2:13], predict the reactants needed to synthesize it. The reactants are: [Cl:1][C:2]1[CH:12]=[CH:11][C:5]([C:6]([N:8]=[C:9]=[S:10])=[O:7])=[CH:4][CH:3]=1.[NH2:13][C:14]([NH2:16])=[O:15]. (10) The reactants are: Cl.Cl.C(OC1C=CC([CH:17]([N:26]2[CH2:31][CH2:30][CH:29]([N:32]([CH3:34])[CH3:33])[CH2:28][CH2:27]2)[CH2:18][C:19]2([OH:25])[CH2:24][CH2:23][CH2:22][CH2:21][CH2:20]2)=CC=1Cl)C1C=CC=CC=1.Cl.Cl.NC1CCN(CC(C2(O)CCCCC2)[C:47]2[CH:52]=[CH:51][C:50]([O:53][CH2:54][C:55]3[CH:60]=[CH:59][CH:58]=[CH:57][CH:56]=3)=[C:49]([Cl:61])[CH:48]=2)CC1. Given the product [CH2:54]([O:53][C:50]1[CH:51]=[CH:52][C:47]([CH:18]([C:19]2([OH:25])[CH2:24][CH2:23][CH2:22][CH2:21][CH2:20]2)[CH2:17][N:26]2[CH2:31][CH2:30][CH:29]([N:32]([CH3:33])[CH3:34])[CH2:28][CH2:27]2)=[CH:48][C:49]=1[Cl:61])[C:55]1[CH:56]=[CH:57][CH:58]=[CH:59][CH:60]=1, predict the reactants needed to synthesize it.